From a dataset of Full USPTO retrosynthesis dataset with 1.9M reactions from patents (1976-2016). Predict the reactants needed to synthesize the given product. Given the product [CH3:1][C:2]1[C:7]([O:8][C:12](=[O:14])[CH3:13])=[CH:6][CH:5]=[C:4]([N+:9]([O-:11])=[O:10])[N:3]=1, predict the reactants needed to synthesize it. The reactants are: [CH3:1][C:2]1[C:7]([OH:8])=[CH:6][CH:5]=[C:4]([N+:9]([O-:11])=[O:10])[N:3]=1.[C:12](OC(=O)C)(=[O:14])[CH3:13].C(=O)([O-])[O-].[K+].[K+].